This data is from Catalyst prediction with 721,799 reactions and 888 catalyst types from USPTO. The task is: Predict which catalyst facilitates the given reaction. (1) Reactant: Br[C:2](=[CH:5]OC(C)C)[CH:3]=[O:4].[S:10]1[CH2:14][C:13](=[NH:15])[NH:12][CH2:11]1.C(N(CC)CC)C. Product: [N:15]1[C:2]([CH:3]=[O:4])=[CH:5][N:12]2[C:13]=1[CH2:14][S:10][CH2:11]2. The catalyst class is: 10. (2) Reactant: [OH:1][C@H:2]1[C@H:9]2[C@H:5]([O:6][C:7]([CH3:11])([CH3:10])[O:8]2)[O:4][C@H:3]1[C:12]([OH:14])=O.CN(C(ON1N=NC2C=CC=CC1=2)=[N+](C)C)C.[B-](F)(F)(F)F.C[N:38]1[CH2:43][CH2:42][O:41][CH2:40][CH2:39]1.N1CCOCC1. Product: [OH:1][C@H:2]1[C@H:9]2[C@H:5]([O:6][C:7]([CH3:10])([CH3:11])[O:8]2)[O:4][C@H:3]1[C:12]([N:38]1[CH2:43][CH2:42][O:41][CH2:40][CH2:39]1)=[O:14]. The catalyst class is: 1. (3) Reactant: [CH2:1]([O:8][C:9]1[CH:14]=[CH:13][N:12]([CH2:15][C:16]([C:18]2[CH:23]=[CH:22][C:21]([CH2:24]O)=[CH:20][C:19]=2[CH3:26])=[O:17])[C:11](=[O:27])[CH:10]=1)[C:2]1[CH:7]=[CH:6][CH:5]=[CH:4][CH:3]=1.P(Br)(Br)[Br:29]. Product: [CH2:1]([O:8][C:9]1[CH:14]=[CH:13][N:12]([CH2:15][C:16]([C:18]2[CH:23]=[CH:22][C:21]([CH2:24][Br:29])=[CH:20][C:19]=2[CH3:26])=[O:17])[C:11](=[O:27])[CH:10]=1)[C:2]1[CH:7]=[CH:6][CH:5]=[CH:4][CH:3]=1. The catalyst class is: 2. (4) Reactant: C([O:3][C:4](=[O:41])[CH2:5][CH2:6][C:7]1[CH:12]=[CH:11][C:10]([C:13]([CH2:38][CH3:39])([C:16]2[CH:21]=[CH:20][C:19](/[CH:22]=[CH:23]/[C:24]([O:33]COC)([C:29]([F:32])([F:31])[F:30])[C:25]([F:28])([F:27])[F:26])=[C:18]([CH3:37])[CH:17]=2)[CH2:14][CH3:15])=[CH:9][C:8]=1[CH3:40])C.[OH-].[K+].Cl. Product: [CH2:14]([C:13]([C:10]1[CH:11]=[CH:12][C:7]([CH2:6][CH2:5][C:4]([OH:41])=[O:3])=[C:8]([CH3:40])[CH:9]=1)([C:16]1[CH:21]=[CH:20][C:19](/[CH:22]=[CH:23]/[C:24]([OH:33])([C:29]([F:31])([F:30])[F:32])[C:25]([F:28])([F:26])[F:27])=[C:18]([CH3:37])[CH:17]=1)[CH2:38][CH3:39])[CH3:15]. The catalyst class is: 88. (5) Reactant: [Cl:1][C:2]1[C:10]2[N:9]=[C:8]([CH2:11][CH3:12])[N:7]([CH2:13][C:14]([O:16]C(C)(C)C)=[O:15])[C:6]=2[CH:5]=[CH:4][C:3]=1[C:21]#[N:22].[SiH](CC)(CC)CC. Product: [Cl:1][C:2]1[C:10]2[N:9]=[C:8]([CH2:11][CH3:12])[N:7]([CH2:13][C:14]([OH:16])=[O:15])[C:6]=2[CH:5]=[CH:4][C:3]=1[C:21]#[N:22]. The catalyst class is: 157.